Dataset: Peptide-MHC class I binding affinity with 185,985 pairs from IEDB/IMGT. Task: Regression. Given a peptide amino acid sequence and an MHC pseudo amino acid sequence, predict their binding affinity value. This is MHC class I binding data. (1) The peptide sequence is LLLVVQALR. The MHC is HLA-A02:01 with pseudo-sequence HLA-A02:01. The binding affinity (normalized) is 0.147. (2) The peptide sequence is SDYEGRLI. The MHC is HLA-B37:01 with pseudo-sequence HLA-B37:01. The binding affinity (normalized) is 0.746. (3) The peptide sequence is EKEGKISKI. The MHC is HLA-A68:01 with pseudo-sequence HLA-A68:01. The binding affinity (normalized) is 0.194. (4) The peptide sequence is VLYCVHQEI. The MHC is HLA-A01:01 with pseudo-sequence HLA-A01:01. The binding affinity (normalized) is 0.0847. (5) The peptide sequence is MEKSSKYYI. The MHC is HLA-A24:02 with pseudo-sequence HLA-A24:02. The binding affinity (normalized) is 0.315. (6) The MHC is HLA-B35:01 with pseudo-sequence HLA-B35:01. The peptide sequence is FQILHDRFF. The binding affinity (normalized) is 0.374. (7) The peptide sequence is IASILSLETV. The MHC is HLA-A02:06 with pseudo-sequence HLA-A02:06. The binding affinity (normalized) is 0.644.